From a dataset of Ames mutagenicity test results for genotoxicity prediction. Regression/Classification. Given a drug SMILES string, predict its toxicity properties. Task type varies by dataset: regression for continuous values (e.g., LD50, hERG inhibition percentage) or binary classification for toxic/non-toxic outcomes (e.g., AMES mutagenicity, cardiotoxicity, hepatotoxicity). Dataset: ames. (1) The molecule is Cc1ccc(C(C)C)c(O)c1. The result is 0 (non-mutagenic). (2) The result is 0 (non-mutagenic). The compound is C=Cc1ccc(OC)cc1. (3) The result is 1 (mutagenic). The molecule is O=C1CC2NCCCNCCCCN(CCCN1)C(=O)C1c3cc2ccc3OC1c1ccc(O)cc1. (4) The compound is O=C(O)CCCc1ccc(N(CCCl)CCCl)cc1. The result is 1 (mutagenic). (5) The compound is CC(C)(C)CCCCCC(=O)OCC1CO1. The result is 1 (mutagenic). (6) The compound is CCOP(=O)(OCC)O/C(=C\Br)c1ccc(Cl)cc1Cl. The result is 0 (non-mutagenic). (7) The drug is C=C(C)C1CC=C(C)CC1. The result is 0 (non-mutagenic). (8) The molecule is O=C1OCC(CCl)=C1Cl. The result is 1 (mutagenic). (9) The molecule is CC(C)(C)N(Cc1ccccc1)CC(O)c1ccc(O)c(CO)c1. The result is 1 (mutagenic). (10) The compound is O=[N+]([O-])c1cccc(-c2ccc(O)c([N+](=O)[O-])c2)c1. The result is 1 (mutagenic).